This data is from Catalyst prediction with 721,799 reactions and 888 catalyst types from USPTO. The task is: Predict which catalyst facilitates the given reaction. Reactant: [Cl:1][C:2]1[C:7]([C:8]#[N:9])=[C:6](F)[C:5]([CH3:11])=[CH:4][CH:3]=1.O.[NH2:13][NH2:14]. Product: [Cl:1][C:2]1[CH:3]=[CH:4][C:5]([CH3:11])=[C:6]2[C:7]=1[C:8]([NH2:9])=[N:13][NH:14]2. The catalyst class is: 8.